This data is from Full USPTO retrosynthesis dataset with 1.9M reactions from patents (1976-2016). The task is: Predict the reactants needed to synthesize the given product. (1) The reactants are: [ClH:1].[CH3:2][O:3][C:4]1[C:9]2[CH2:10][O:11][C@@H:12]3[C@H:16]([C:8]=2[CH:7]=[CH:6][CH:5]=1)[CH2:15][N:14](C(OC(C)(C)C)=O)[CH2:13]3. Given the product [ClH:1].[CH3:2][O:3][C:4]1[C:9]2[CH2:10][O:11][C@@H:12]3[C@H:16]([C:8]=2[CH:7]=[CH:6][CH:5]=1)[CH2:15][NH:14][CH2:13]3, predict the reactants needed to synthesize it. (2) Given the product [CH3:3][O:4][CH2:5][C:6]1[O:10][C:9]([CH2:11][N:12]2[N:16]=[C:15]([NH2:17])[CH:14]=[N:13]2)=[CH:8][CH:7]=1, predict the reactants needed to synthesize it. The reactants are: N#N.[CH3:3][O:4][CH2:5][C:6]1[O:10][C:9]([CH2:11][N:12]2[N:16]=[C:15]([N+:17]([O-])=O)[CH:14]=[N:13]2)=[CH:8][CH:7]=1.[NH4+].[Cl-]. (3) Given the product [NH2:11][C@H:12]1[CH2:16][CH2:15][N:14]([C@H:17]2[CH2:22][CH2:21][N:20]([CH:23]([CH3:24])[CH3:25])[CH2:19][C@H:18]2[C:26]([O:28][CH3:29])=[O:27])[C:13]1=[O:30], predict the reactants needed to synthesize it. The reactants are: C(OC([NH:11][C@H:12]1[CH2:16][CH2:15][N:14]([C@H:17]2[CH2:22][CH2:21][N:20]([CH:23]([CH3:25])[CH3:24])[CH2:19][C@H:18]2[C:26]([O:28][CH3:29])=[O:27])[C:13]1=[O:30])=O)C1C=CC=CC=1. (4) Given the product [CH3:21][C@H:20]([NH:19][C:17](=[O:18])[O:16][C:12]([CH3:15])([CH3:14])[CH3:13])[C:22](=[O:23])[C:2]1[CH:7]=[CH:6][C:5]([C:8]([F:11])([F:10])[F:9])=[CH:4][CH:3]=1, predict the reactants needed to synthesize it. The reactants are: Br[C:2]1[CH:7]=[CH:6][C:5]([C:8]([F:11])([F:10])[F:9])=[CH:4][CH:3]=1.[C:12]([O:16][C:17]([NH:19][C@H:20]([C:22](N(OC)C)=[O:23])[CH3:21])=[O:18])([CH3:15])([CH3:14])[CH3:13]. (5) Given the product [Cl:57][C:13]1[CH:14]=[CH:15][C:16]([CH:18]2[C@H:23]([O:24][CH2:25][C:26]3[CH:31]=[CH:30][CH:29]=[CH:28][CH:27]=3)[C@@H:22]([O:32][CH2:33][C:34]3[CH:39]=[CH:38][CH:37]=[CH:36][CH:35]=3)[C@H:21]([O:40][CH2:41][C:42]3[CH:43]=[CH:44][CH:45]=[CH:46][CH:47]=3)[C@@H:20]([CH2:48][O:49][CH2:50][C:51]3[CH:52]=[CH:53][CH:54]=[CH:55][CH:56]=3)[O:19]2)=[CH:17][C:12]=1[CH2:2][C:3]1[N:4]=[N:5][C:6]([O:9][CH2:10][CH3:11])=[CH:7][CH:8]=1, predict the reactants needed to synthesize it. The reactants are: Cl[CH:2]([C:12]1[CH:17]=[C:16]([CH:18]2[C@H:23]([O:24][CH2:25][C:26]3[CH:31]=[CH:30][CH:29]=[CH:28][CH:27]=3)[C@@H:22]([O:32][CH2:33][C:34]3[CH:39]=[CH:38][CH:37]=[CH:36][CH:35]=3)[C@H:21]([O:40][CH2:41][C:42]3[CH:47]=[CH:46][CH:45]=[CH:44][CH:43]=3)[C@@H:20]([CH2:48][O:49][CH2:50][C:51]3[CH:56]=[CH:55][CH:54]=[CH:53][CH:52]=3)[O:19]2)[CH:15]=[CH:14][C:13]=1[Cl:57])[C:3]1[N:4]=[N:5][C:6]([O:9][CH2:10][CH3:11])=[CH:7][CH:8]=1.CC(N=NC(C#N)(C)C)(C#N)C.C([SnH](CCCC)CCCC)CCC.